This data is from Catalyst prediction with 721,799 reactions and 888 catalyst types from USPTO. The task is: Predict which catalyst facilitates the given reaction. (1) Reactant: CCN(C(C)C)[CH:4]([CH3:6])[CH3:5].CN(C(O[N:18]1N=N[C:20]2[CH:21]=[CH:22][CH:23]=[N:24][C:19]1=2)=[N+](C)C)C.F[P-](F)(F)(F)(F)F.[NH2:34][CH:35]1[CH2:40][CH2:39][CH:38]([N:41]2[C:46](=[O:47])[C:45]3[CH:48]=[CH:49][CH:50]=[N:51][C:44]=3[N:43]([CH:52]3[CH2:57][CH2:56][S:55][CH2:54][CH2:53]3)[C:42]2=[O:58])[CH2:37][CH2:36]1.[OH2:59]. Product: [O:58]=[C:42]1[N:43]([CH:52]2[CH2:53][CH2:54][S:55][CH2:56][CH2:57]2)[C:44]2[N:51]=[CH:50][CH:49]=[CH:48][C:45]=2[C:46](=[O:47])[N:41]1[C@@H:38]1[CH2:39][CH2:40][C@H:35]([NH:34][C:5]([C:4]2[N:18]=[C:19]3[CH:20]=[CH:21][CH:22]=[CH:23][N:24]3[CH:6]=2)=[O:59])[CH2:36][CH2:37]1. The catalyst class is: 3. (2) Reactant: C[O:2][C:3](=O)[C:4]1[CH:9]=[CH:8][C:7]([O:10][CH3:11])=[N:6][C:5]=1[CH:12]=[CH2:13].[NH3:15]. Product: [CH3:11][O:10][C:7]1[CH:8]=[CH:9][C:4]2[C:3](=[O:2])[NH:15][CH2:13][CH2:12][C:5]=2[N:6]=1. The catalyst class is: 5. (3) Reactant: Cl[C:2]1[N:7]=[C:6]([NH:8][C:9]2[CH:13]=[C:12]([CH:14]3[CH2:16][CH2:15]3)[NH:11][N:10]=2)[C:5]([Cl:17])=[CH:4][N:3]=1.[Br:18][C:19]1[CH:20]=[CH:21][C:22]([C@@H:25]([NH2:27])[CH3:26])=[N:23][CH:24]=1.CCN(C(C)C)C(C)C. Product: [Br:18][C:19]1[CH:20]=[CH:21][C:22]([C@@H:25]([NH:27][C:2]2[N:7]=[C:6]([NH:8][C:9]3[CH:13]=[C:12]([CH:14]4[CH2:16][CH2:15]4)[NH:11][N:10]=3)[C:5]([Cl:17])=[CH:4][N:3]=2)[CH3:26])=[N:23][CH:24]=1. The catalyst class is: 114. (4) Reactant: [NH2:1][C:2]1[CH:3]=[CH:4][C:5]2[O:10][C@:9]([CH:12]([O:15][CH3:16])[O:13][CH3:14])([CH3:11])[C@H:8]([OH:17])[C@@H:7]([N:18]3[C:22]4[CH:23]=[CH:24][CH:25]=[CH:26][C:21]=4[O:20][C:19]3=[S:27])[C:6]=2[CH:28]=1.[CH3:29][S:30](Cl)(=[O:32])=[O:31]. Product: [CH3:29][S:30]([NH:1][C:2]1[CH:3]=[CH:4][C:5]2[O:10][C@:9]([CH:12]([O:15][CH3:16])[O:13][CH3:14])([CH3:11])[C@H:8]([OH:17])[C@@H:7]([N:18]3[C:22]4[CH:23]=[CH:24][CH:25]=[CH:26][C:21]=4[O:20][C:19]3=[S:27])[C:6]=2[CH:28]=1)(=[O:32])=[O:31]. The catalyst class is: 4.